Dataset: Forward reaction prediction with 1.9M reactions from USPTO patents (1976-2016). Task: Predict the product of the given reaction. (1) Given the reactants [CH3:1][O:2][C:3]1[CH:4]=[C:5]2[C:10](=[CH:11][C:12]=1[O:13][CH3:14])[N:9]=[CH:8][CH:7]=[C:6]2[O:15][C:16]1[CH:22]=[CH:21][C:19]([NH2:20])=[C:18]([CH3:23])[C:17]=1[CH3:24].C(N(CC)CC)C.ClC(Cl)(O[C:36](=[O:42])OC(Cl)(Cl)Cl)Cl.[CH2:44]([N:46]([C:50]1[CH:55]=[CH:54][CH:53]=[C:52]([CH3:56])[CH:51]=1)[CH2:47][CH2:48][NH2:49])[CH3:45], predict the reaction product. The product is: [CH3:1][O:2][C:3]1[CH:4]=[C:5]2[C:10](=[CH:11][C:12]=1[O:13][CH3:14])[N:9]=[CH:8][CH:7]=[C:6]2[O:15][C:16]1[CH:22]=[CH:21][C:19]([NH:20][C:36]([NH:49][CH2:48][CH2:47][N:46]([CH2:44][CH3:45])[C:50]2[CH:55]=[CH:54][CH:53]=[C:52]([CH3:56])[CH:51]=2)=[O:42])=[C:18]([CH3:23])[C:17]=1[CH3:24]. (2) Given the reactants [NH2:1][C:2]1[C:11]([N+:12]([O-])=O)=[CH:10][C:9]([Br:15])=[CH:8][C:3]=1[C:4]([O:6][CH3:7])=[O:5].[Cl-].[NH4+], predict the reaction product. The product is: [NH2:1][C:2]1[C:11]([NH2:12])=[CH:10][C:9]([Br:15])=[CH:8][C:3]=1[C:4]([O:6][CH3:7])=[O:5]. (3) Given the reactants FC(F)(F)C(O)=O.[C:8]([NH:11][C:12]1[CH:27]=[CH:26][C:15]([C:16]([NH:18][C:19]2[CH:24]=[CH:23][CH:22]=[CH:21][C:20]=2[NH2:25])=[O:17])=[CH:14][CH:13]=1)(=[O:10])[CH3:9].CCO.C([O-])(O)=O.[Na+], predict the reaction product. The product is: [C:8]([NH:11][C:12]1[CH:27]=[CH:26][C:15]([C:16]([NH:18][C:19]2[CH:24]=[CH:23][CH:22]=[CH:21][C:20]=2[NH2:25])=[O:17])=[CH:14][CH:13]=1)(=[O:10])[CH3:9]. (4) Given the reactants O1CCOCC1.Cl[C:8]1[CH:13]=[C:12]([CH:14]([S:23][C:24]2[CH:29]=[CH:28][C:27]([Cl:30])=[CH:26][CH:25]=2)[C:15]2[CH:20]=[C:19]([F:21])[CH:18]=[CH:17][C:16]=2[F:22])[C:11]([Cl:31])=[CH:10][N:9]=1.[NH2:32][CH2:33][C:34]([CH3:38])([CH3:37])[CH2:35][OH:36], predict the reaction product. The product is: [Cl:31][C:11]1[C:12]([CH:14]([S:23][C:24]2[CH:25]=[CH:26][C:27]([Cl:30])=[CH:28][CH:29]=2)[C:15]2[CH:20]=[C:19]([F:21])[CH:18]=[CH:17][C:16]=2[F:22])=[CH:13][C:8]([NH:32][CH2:33][C:34]([CH3:38])([CH3:37])[CH2:35][OH:36])=[N:9][CH:10]=1. (5) Given the reactants I[C:2]1[C:3]([O:12][CH3:13])=[CH:4][C:5]([O:10][CH3:11])=[C:6]([CH:9]=1)[CH:7]=[O:8].CCN(CC)CC.C[Si]([C:25]#[C:26][C:27]1[CH:33]=[CH:32][CH:31]=[CH:30][C:28]=1[NH2:29])(C)C.CCCC[N+](CCCC)(CCCC)CCCC.[F-], predict the reaction product. The product is: [NH2:29][C:28]1[CH:30]=[CH:31][CH:32]=[CH:33][C:27]=1[C:26]#[C:25][C:2]1[C:3]([O:12][CH3:13])=[CH:4][C:5]([O:10][CH3:11])=[C:6]([CH:9]=1)[CH:7]=[O:8].